This data is from Catalyst prediction with 721,799 reactions and 888 catalyst types from USPTO. The task is: Predict which catalyst facilitates the given reaction. (1) Reactant: Cl[C:2]1[CH:3]=[CH:4][C:5]2[C:14]3[C:9](=[CH:10][C:11]([C:15]4[CH:16]=[CH:17][C:18]5[N:22]=[C:21]([C@H:23]6[CH:28]7[CH2:29][C@H:25]([CH2:26][CH2:27]7)[N:24]6[C:30]([O:32][C:33]([CH3:36])([CH3:35])[CH3:34])=[O:31])[NH:20][C:19]=5[CH:37]=4)=[CH:12][CH:13]=3)[O:8][CH2:7][C:6]=2[CH:38]=1.[B:39]1([B:39]2[O:43][C:42]([CH3:45])([CH3:44])[C:41]([CH3:47])([CH3:46])[O:40]2)[O:43][C:42]([CH3:45])([CH3:44])[C:41]([CH3:47])([CH3:46])[O:40]1.C([O-])(=O)C.[K+].C1(P(C2CCCCC2)C2C=CC=CC=2C2C(CCC)=CC(CCC)=CC=2CCC)CCCCC1. Product: [CH3:46][C:41]1([CH3:47])[C:42]([CH3:45])([CH3:44])[O:43][B:39]([C:2]2[CH:3]=[CH:4][C:5]3[C:14]4[C:9](=[CH:10][C:11]([C:15]5[CH:16]=[CH:17][C:18]6[N:22]=[C:21]([C@H:23]7[CH:28]8[CH2:29][C@H:25]([CH2:26][CH2:27]8)[N:24]7[C:30]([O:32][C:33]([CH3:36])([CH3:35])[CH3:34])=[O:31])[NH:20][C:19]=6[CH:37]=5)=[CH:12][CH:13]=4)[O:8][CH2:7][C:6]=3[CH:38]=2)[O:40]1. The catalyst class is: 155. (2) The catalyst class is: 3. Product: [CH3:36][O:37][C:38](=[O:46])[CH2:39][CH2:40][CH2:41][S:42](=[O:44])(=[O:45])[NH:43][C:21](=[O:23])[CH2:20][CH2:19][CH2:18][CH2:17][CH2:16][CH2:15][CH2:14][CH2:13][CH2:12][CH2:11][CH2:10][CH2:9][CH2:8][CH2:7][CH2:6][C:5]1[NH:1][N:2]=[N:3][N:4]=1. Reactant: [NH:1]1[C:5]([CH2:6][CH2:7][CH2:8][CH2:9][CH2:10][CH2:11][CH2:12][CH2:13][CH2:14][CH2:15][CH2:16][CH2:17][CH2:18][CH2:19][CH2:20][C:21]([OH:23])=O)=[N:4][N:3]=[N:2]1.C(N1C=CN=C1)(N1C=CN=C1)=O.[CH3:36][O:37][C:38](=[O:46])[CH2:39][CH2:40][CH2:41][S:42](=[O:45])(=[O:44])[NH2:43].C1CCN2C(=NCCC2)CC1.Cl.